This data is from NCI-60 drug combinations with 297,098 pairs across 59 cell lines. The task is: Regression. Given two drug SMILES strings and cell line genomic features, predict the synergy score measuring deviation from expected non-interaction effect. (1) Drug 1: CNC(=O)C1=CC=CC=C1SC2=CC3=C(C=C2)C(=NN3)C=CC4=CC=CC=N4. Drug 2: C1CC(=O)NC(=O)C1N2CC3=C(C2=O)C=CC=C3N. Cell line: MOLT-4. Synergy scores: CSS=2.32, Synergy_ZIP=-5.88, Synergy_Bliss=-8.87, Synergy_Loewe=-40.4, Synergy_HSA=-12.3. (2) Drug 1: C1CC(=O)NC(=O)C1N2CC3=C(C2=O)C=CC=C3N. Drug 2: CC1OCC2C(O1)C(C(C(O2)OC3C4COC(=O)C4C(C5=CC6=C(C=C35)OCO6)C7=CC(=C(C(=C7)OC)O)OC)O)O. Cell line: NCI-H226. Synergy scores: CSS=22.6, Synergy_ZIP=-3.00, Synergy_Bliss=3.02, Synergy_Loewe=0.505, Synergy_HSA=4.83. (3) Drug 1: CC1=C2C(C(=O)C3(C(CC4C(C3C(C(C2(C)C)(CC1OC(=O)C(C(C5=CC=CC=C5)NC(=O)C6=CC=CC=C6)O)O)OC(=O)C7=CC=CC=C7)(CO4)OC(=O)C)O)C)OC(=O)C. Drug 2: CC1CCC2CC(C(=CC=CC=CC(CC(C(=O)C(C(C(=CC(C(=O)CC(OC(=O)C3CCCCN3C(=O)C(=O)C1(O2)O)C(C)CC4CCC(C(C4)OC)OCCO)C)C)O)OC)C)C)C)OC. Cell line: RXF 393. Synergy scores: CSS=5.68, Synergy_ZIP=1.22, Synergy_Bliss=2.57, Synergy_Loewe=-9.18, Synergy_HSA=-4.45. (4) Drug 1: C1=CC(=CC=C1CCC2=CNC3=C2C(=O)NC(=N3)N)C(=O)NC(CCC(=O)O)C(=O)O. Drug 2: C1CN1P(=S)(N2CC2)N3CC3. Cell line: SF-295. Synergy scores: CSS=34.0, Synergy_ZIP=-5.87, Synergy_Bliss=-3.59, Synergy_Loewe=-11.9, Synergy_HSA=0.689. (5) Drug 1: CC1OCC2C(O1)C(C(C(O2)OC3C4COC(=O)C4C(C5=CC6=C(C=C35)OCO6)C7=CC(=C(C(=C7)OC)O)OC)O)O. Drug 2: C1CN(P(=O)(OC1)NCCCl)CCCl. Cell line: UACC62. Synergy scores: CSS=29.6, Synergy_ZIP=-9.48, Synergy_Bliss=-1.86, Synergy_Loewe=-47.2, Synergy_HSA=-1.65. (6) Drug 1: CC12CCC(CC1=CCC3C2CCC4(C3CC=C4C5=CN=CC=C5)C)O. Drug 2: CC1CCC2CC(C(=CC=CC=CC(CC(C(=O)C(C(C(=CC(C(=O)CC(OC(=O)C3CCCCN3C(=O)C(=O)C1(O2)O)C(C)CC4CCC(C(C4)OC)O)C)C)O)OC)C)C)C)OC. Cell line: SF-539. Synergy scores: CSS=19.9, Synergy_ZIP=-4.67, Synergy_Bliss=-2.11, Synergy_Loewe=-6.92, Synergy_HSA=1.40. (7) Drug 1: CCN(CC)CCNC(=O)C1=C(NC(=C1C)C=C2C3=C(C=CC(=C3)F)NC2=O)C. Drug 2: CS(=O)(=O)OCCCCOS(=O)(=O)C. Cell line: IGROV1. Synergy scores: CSS=8.18, Synergy_ZIP=-2.23, Synergy_Bliss=-0.0952, Synergy_Loewe=-0.796, Synergy_HSA=-0.778. (8) Drug 1: C1C(C(OC1N2C=NC(=NC2=O)N)CO)O. Drug 2: COCCOC1=C(C=C2C(=C1)C(=NC=N2)NC3=CC=CC(=C3)C#C)OCCOC.Cl. Cell line: MALME-3M. Synergy scores: CSS=9.43, Synergy_ZIP=-0.543, Synergy_Bliss=2.25, Synergy_Loewe=3.76, Synergy_HSA=1.04.